From a dataset of Forward reaction prediction with 1.9M reactions from USPTO patents (1976-2016). Predict the product of the given reaction. (1) Given the reactants [NH2:1][NH2:2].[F:3][C:4]1[CH:9]=[C:8]([O:10][C:11]2[C:16]3[CH:17]=[CH:18][O:19][C:15]=3[CH:14]=[CH:13][N:12]=2)[CH:7]=[CH:6][C:5]=1[C:20]1[C:24](O)([CH3:25])[O:23][C:22](=O)[C:21]=1[CH3:28], predict the reaction product. The product is: [F:3][C:4]1[CH:9]=[C:8]([O:10][C:11]2[C:16]3[CH:17]=[CH:18][O:19][C:15]=3[CH:14]=[CH:13][N:12]=2)[CH:7]=[CH:6][C:5]=1[C:20]1[C:24]([CH3:25])=[N:2][NH:1][C:22](=[O:23])[C:21]=1[CH3:28]. (2) Given the reactants C[O:2][C:3](=[O:19])[C:4]1[CH:9]=[CH:8][C:7]([C:10]2[CH:15]=[CH:14][N:13]=[C:12]3[NH:16][CH:17]=[CH:18][C:11]=23)=[CH:6][CH:5]=1.[OH-].[K+], predict the reaction product. The product is: [NH:16]1[C:12]2=[N:13][CH:14]=[CH:15][C:10]([C:7]3[CH:6]=[CH:5][C:4]([C:3]([OH:19])=[O:2])=[CH:9][CH:8]=3)=[C:11]2[CH:18]=[CH:17]1. (3) Given the reactants [CH:1]1[C:2]([CH2:9][OH:10])([CH2:7][OH:8])[CH2:3][CH2:4][CH2:5][CH:6]=1.[C:11]1([CH3:17])[CH:16]=[CH:15][CH:14]=[CH:13][CH:12]=1.[CH2:18]([O:20][C:21](OCC)(OCC)[O:22]CC)C, predict the reaction product. The product is: [CH2:3]1[C:2]2([CH2:9][O:10][C:21]3([O:20][CH2:18][C:11]4([CH2:16][CH2:15][CH:14]=[CH:13][CH2:12]4)[CH2:17][O:22]3)[O:8][CH2:7]2)[CH2:1][CH2:6][CH:5]=[CH:4]1. (4) Given the reactants [Cl:1][C:2]1[CH:7]=[CH:6][C:5]([Mg]Cl)=[CH:4][CH:3]=1.[CH3:10][N:11]([CH3:24])[C:12]1(C#N)[CH2:21][CH2:20][C:15]2([O:19][CH2:18][CH2:17][O:16]2)[CH2:14][CH2:13]1.[Cl-].[NH4+], predict the reaction product. The product is: [Cl:1][C:2]1[CH:7]=[CH:6][C:5]([CH:18]2[CH2:17][O:16][C:15]3([CH2:20][CH2:21][CH:12]([N:11]([CH3:24])[CH3:10])[CH2:13][CH2:14]3)[O:19]2)=[CH:4][CH:3]=1. (5) Given the reactants [OH:1][C:2]1[CH:27]=[CH:26][C:5]([CH2:6][NH:7][C:8]2[N:12]([C@@H:13]3[O:19][C@H:18]([CH2:20][OH:21])[C@@H:16]([OH:17])[C@H:14]3[OH:15])[C:11]3[CH:22]=[CH:23][CH:24]=[CH:25][C:10]=3[N:9]=2)=[CH:4][C:3]=1[O:28][CH2:29][CH2:30][CH2:31][CH2:32][OH:33].C(=O)([O-])[O-].[K+].[K+].[CH2:40](I)[CH3:41], predict the reaction product. The product is: [CH2:40]([O:1][C:2]1[CH:27]=[CH:26][C:5]([CH2:6][NH:7][C:8]2[N:12]([C@@H:13]3[O:19][C@H:18]([CH2:20][OH:21])[C@@H:16]([OH:17])[C@H:14]3[OH:15])[C:11]3[CH:22]=[CH:23][CH:24]=[CH:25][C:10]=3[N:9]=2)=[CH:4][C:3]=1[O:28][CH2:29][CH2:30][CH2:31][CH2:32][OH:33])[CH3:41].